This data is from Full USPTO retrosynthesis dataset with 1.9M reactions from patents (1976-2016). The task is: Predict the reactants needed to synthesize the given product. Given the product [ClH:1].[ClH:1].[N:8]1[CH:13]=[CH:12][CH:11]=[C:10]([O:14][CH2:15][CH:16]2[CH2:21][NH:20][CH2:19][CH2:18][N:17]2[C:29]([O:31][CH:32]2[CH2:37][CH2:36][N:35]([C:38]([O:40][CH2:41][C:42]3[CH:47]=[CH:46][CH:45]=[CH:44][CH:43]=3)=[O:39])[CH2:34][CH2:33]2)=[O:30])[CH:9]=1, predict the reactants needed to synthesize it. The reactants are: [ClH:1].O1CCOCC1.[N:8]1[CH:13]=[CH:12][CH:11]=[C:10]([O:14][CH2:15][CH:16]2[CH2:21][N:20](C(OC(C)(C)C)=O)[CH2:19][CH2:18][N:17]2[C:29]([O:31][CH:32]2[CH2:37][CH2:36][N:35]([C:38]([O:40][CH2:41][C:42]3[CH:47]=[CH:46][CH:45]=[CH:44][CH:43]=3)=[O:39])[CH2:34][CH2:33]2)=[O:30])[CH:9]=1.